Dataset: Full USPTO retrosynthesis dataset with 1.9M reactions from patents (1976-2016). Task: Predict the reactants needed to synthesize the given product. Given the product [CH2:14]([NH:21][CH:7]1[CH2:6][CH2:5][C:4]2[C:9](=[CH:10][CH:11]=[CH:12][C:3]=2[O:2][CH3:1])[CH2:8]1)[C:15]1[CH:20]=[CH:19][CH:18]=[CH:17][CH:16]=1, predict the reactants needed to synthesize it. The reactants are: [CH3:1][O:2][C:3]1[CH:12]=[CH:11][CH:10]=[C:9]2[C:4]=1[CH2:5][CH2:6][C:7](=O)[CH2:8]2.[CH2:14]([NH2:21])[C:15]1[CH:20]=[CH:19][CH:18]=[CH:17][CH:16]=1.CC(O)=O.[BH-](OC(C)=O)(OC(C)=O)OC(C)=O.[Na+].C([O-])(O)=O.[Na+].